From a dataset of Forward reaction prediction with 1.9M reactions from USPTO patents (1976-2016). Predict the product of the given reaction. (1) The product is: [CH3:22][S:23]([O:27][CH2:31][CH2:13][CH2:10][N:8]([C:6]1[NH:5][C:4](=[O:14])[N:3]=[C:2]([Cl:1])[CH:7]=1)[CH3:9])(=[O:25])=[O:24]. Given the reactants [Cl:1][C:2]1[CH:7]=[C:6]([N:8]([CH:10]([CH3:13])CO)[CH3:9])[NH:5][C:4](=[O:14])[N:3]=1.C(N(CC)CC)C.[CH3:22][S:23](Cl)(=[O:25])=[O:24].[O:27]1[CH2:31]CCC1, predict the reaction product. (2) Given the reactants [Si]([O:8][CH2:9][CH2:10][CH2:11][CH2:12][CH2:13][CH:14]([C:25]1[CH:30]=[C:29]([F:31])[CH:28]=[CH:27][C:26]=1[F:32])[S:15]([C:18]1[CH:23]=[CH:22][C:21]([Cl:24])=[CH:20][CH:19]=1)(=[O:17])=[O:16])(C(C)(C)C)(C)C.[F-].C([N+](CCCC)(CCCC)CCCC)CCC.O, predict the reaction product. The product is: [Cl:24][C:21]1[CH:20]=[CH:19][C:18]([S:15]([CH:14]([C:25]2[CH:30]=[C:29]([F:31])[CH:28]=[CH:27][C:26]=2[F:32])[CH2:13][CH2:12][CH2:11][CH2:10][CH2:9][OH:8])(=[O:17])=[O:16])=[CH:23][CH:22]=1. (3) Given the reactants C([C:4]([F:33])([CH2:28][C:29]([F:32])([F:31])[F:30])[C:5]([F:27])([F:26])[C:6]([O:9][C:10](F)(F)[C:11](F)(F)[C:12](F)(CC=C)CC(F)(F)F)([F:8])[F:7])C=C.[SiH:34]([Cl:37])([Cl:36])[CH3:35], predict the reaction product. The product is: [F:33][CH:4]([CH2:28][C:29]([F:32])([F:31])[F:30])[C:5]([F:27])([F:26])[C:6]([F:8])([F:7])[O:9][CH2:10][CH2:11][CH2:12][Si:34]([CH3:35])([Cl:37])[Cl:36]. (4) Given the reactants [C:1]([O:5][C:6]([N:8]1[CH2:13][CH2:12][CH:11]([NH:14][NH:15][C:16](OC(C)(C)C)=O)[CH2:10][CH2:9]1)=[O:7])([CH3:4])([CH3:3])[CH3:2].C(N(C(C)C)CC)(C)C.[Cl:32][C:33]1[C:38](C=O)=[C:37](Cl)[N:36]=[CH:35][N:34]=1.C1(C)C=CC=CC=1, predict the reaction product. The product is: [C:1]([O:5][C:6]([N:8]1[CH2:9][CH2:10][CH:11]([N:14]2[C:37]3=[N:36][CH:35]=[N:34][C:33]([Cl:32])=[C:38]3[CH:16]=[N:15]2)[CH2:12][CH2:13]1)=[O:7])([CH3:2])([CH3:3])[CH3:4]. (5) Given the reactants [F:1][C:2]1[C:7]([N+:8]([O-:10])=[O:9])=[CH:6][C:5]([OH:11])=[C:4]([CH3:12])[CH:3]=1.[C:13](=O)([O-])[O-].[Na+].[Na+].IC, predict the reaction product. The product is: [F:1][C:2]1[CH:3]=[C:4]([CH3:12])[C:5]([O:11][CH3:13])=[CH:6][C:7]=1[N+:8]([O-:10])=[O:9]. (6) Given the reactants [CH2:1]([O:4][C:5]1[CH:10]=[CH:9][CH:8]=[CH:7][C:6]=1[C:11]1[NH:16][C:15](=[O:17])[C:14]2=[C:18]([CH3:30])[N:19]=[C:20]([CH2:21][CH:22]([CH2:28][CH3:29])[CH2:23][CH2:24][CH2:25][CH2:26][CH3:27])[N:13]2[N:12]=1)[CH2:2][CH3:3].[S:31](Cl)([Cl:34])(=[O:33])=[O:32], predict the reaction product. The product is: [CH2:1]([O:4][C:5]1[CH:10]=[CH:9][C:8]([S:31]([Cl:34])(=[O:33])=[O:32])=[CH:7][C:6]=1[C:11]1[NH:16][C:15](=[O:17])[C:14]2=[C:18]([CH3:30])[N:19]=[C:20]([CH2:21][CH:22]([CH2:28][CH3:29])[CH2:23][CH2:24][CH2:25][CH2:26][CH3:27])[N:13]2[N:12]=1)[CH2:2][CH3:3]. (7) Given the reactants [C:1]([C:4]1[CH:13]=[C:12]2[C:7]([CH2:8][CH:9]([CH2:20][CH:21]([CH3:23])[CH3:22])[N:10](C(=O)C(F)(F)F)[CH2:11]2)=[CH:6][CH:5]=1)(=[O:3])[CH3:2].Cl.C(=O)(O)[O-].[Na+], predict the reaction product. The product is: [C:1]([C:4]1[CH:13]=[C:12]2[C:7]([CH2:8][CH:9]([CH2:20][CH:21]([CH3:23])[CH3:22])[NH:10][CH2:11]2)=[CH:6][CH:5]=1)(=[O:3])[CH3:2]. (8) Given the reactants [CH3:1][CH:2]([CH3:35])[CH2:3][C@H:4]([NH:19][C:20]([C@@H:22]1[CH2:27][CH2:26][CH2:25][CH2:24][N:23]1C(OC(C)(C)C)=O)=[O:21])/[CH:5]=[CH:6]/[C:7](=[O:18])[NH:8][C:9]1[S:10][C:11]([C:14]([F:17])([F:16])[F:15])=[N:12][N:13]=1.[C:36]([OH:42])([C:38]([F:41])([F:40])[F:39])=[O:37], predict the reaction product. The product is: [F:39][C:38]([F:41])([F:40])[C:36]([OH:42])=[O:37].[CH3:1][CH:2]([CH3:35])[CH2:3][C@H:4]([NH:19][C:20]([C@@H:22]1[CH2:27][CH2:26][CH2:25][CH2:24][NH:23]1)=[O:21])/[CH:5]=[CH:6]/[C:7](=[O:18])[NH:8][C:9]1[S:10][C:11]([C:14]([F:17])([F:15])[F:16])=[N:12][N:13]=1. (9) The product is: [Cl:19][C:13]1[CH:14]=[C:15]([OH:18])[CH:16]=[CH:17][C:12]=1[C:4]1[CH:5]=[CH:6][CH:7]=[C:2]([F:1])[CH:3]=1. Given the reactants [F:1][C:2]1[CH:3]=[C:4](B(O)O)[CH:5]=[CH:6][CH:7]=1.Br[C:12]1[CH:17]=[CH:16][C:15]([OH:18])=[CH:14][C:13]=1[Cl:19].C(=O)([O-])[O-].[Cs+].[Cs+], predict the reaction product.